Dataset: Forward reaction prediction with 1.9M reactions from USPTO patents (1976-2016). Task: Predict the product of the given reaction. (1) Given the reactants [C:1]1([C:7](=O)[CH2:8][C:9]2[S:10][CH:11]=[CH:12][N:13]=2)[CH:6]=[CH:5][CH:4]=[CH:3][CH:2]=1.[CH2:15]([O:17][C:18]1[CH:19]=[C:20]([CH:23]=[C:24]([N+:27]([O-:29])=[O:28])[C:25]=1[OH:26])[CH:21]=O)[CH3:16].[NH2:30][C:31]([NH2:33])=[O:32].Cl, predict the reaction product. The product is: [CH2:15]([O:17][C:18]1[CH:19]=[C:20]([CH:21]2[C:8]([C:9]3[S:10][CH:11]=[CH:12][N:13]=3)=[C:7]([C:1]3[CH:6]=[CH:5][CH:4]=[CH:3][CH:2]=3)[NH:33][C:31](=[O:32])[NH:30]2)[CH:23]=[C:24]([N+:27]([O-:29])=[O:28])[C:25]=1[OH:26])[CH3:16]. (2) Given the reactants [C:1]([O:5][C:6]([N:8]1[CH2:11][CH:10]([CH2:12][CH2:13][OH:14])[CH2:9]1)=[O:7])([CH3:4])([CH3:3])[CH3:2].[Cl:15][C:16]1[CH:29]=[CH:28][C:19]([O:20][C:21]2[CH:22]=[C:23](O)[CH:24]=[CH:25][CH:26]=2)=[CH:18][CH:17]=1.C1(P(C2C=CC=CC=2)C2C=CC=CC=2)C=CC=CC=1.N(C(OC(C)C)=O)=NC(OC(C)C)=O, predict the reaction product. The product is: [C:1]([O:5][C:6]([N:8]1[CH2:11][CH:10]([CH2:12][CH2:13][O:14][C:23]2[CH:24]=[CH:25][CH:26]=[C:21]([O:20][C:19]3[CH:18]=[CH:17][C:16]([Cl:15])=[CH:29][CH:28]=3)[CH:22]=2)[CH2:9]1)=[O:7])([CH3:4])([CH3:3])[CH3:2]. (3) Given the reactants [C:1]1([C:7]2[S:8][CH:9]=[CH:10][CH:11]=2)[CH:6]=[CH:5][CH:4]=[CH:3][CH:2]=1.[Br:12][C:13]1[CH:14]=[CH:15][C:16]([F:21])=[C:17]([CH:20]=1)[CH:18]=O, predict the reaction product. The product is: [Br:12][C:13]1[CH:14]=[CH:15][C:16]([F:21])=[C:17]([CH2:18][C:9]2[S:8][C:7]([C:1]3[CH:2]=[CH:3][CH:4]=[CH:5][CH:6]=3)=[CH:11][CH:10]=2)[CH:20]=1. (4) Given the reactants [Cl:1][C:2]1[CH:3]=[C:4]([CH:7]=[CH:8][C:9]=1[OH:10])[C:5]#[N:6].C1C=CC(P(C2C=CC=CC=2)C2C=CC=CC=2)=CC=1.O[C@@H:31]1[C@@H:39]([N:40]2[CH2:45][CH2:44][CH2:43][C@@H:42]([NH:46]C(=O)OC(C)(C)C)[CH2:41]2)[C:34]2=[N:35][CH:36]=[CH:37][CH:38]=[C:33]2[CH2:32]1.N(C(OC(C)C)=O)=NC(OC(C)C)=O, predict the reaction product. The product is: [NH2:46][C@@H:42]1[CH2:43][CH2:44][CH2:45][N:40]([C@H:39]2[C@H:31]([O:10][C:9]3[CH:8]=[CH:7][C:4]([C:5]#[N:6])=[CH:3][C:2]=3[Cl:1])[C:32]3=[N:35][CH:36]=[CH:37][CH:38]=[C:33]3[CH2:34]2)[CH2:41]1. (5) Given the reactants Cl.[Cl:2][C:3]1[CH:4]=[C:5]2[C:9](=[CH:10][CH:11]=1)[NH:8][C:7]([C:12]1[CH:13]=[N:14][CH:15]=[CH:16][CH:17]=1)=[C:6]2[CH3:18].C[Si]([N-][Si](C)(C)C)(C)C.[K+].[CH2:29]([O:31][C:32](=[O:43])[C:33]1[C:38]([CH3:39])=[CH:37][C:36]([CH2:40]Br)=[CH:35][C:34]=1[CH3:42])[CH3:30], predict the reaction product. The product is: [CH2:29]([O:31][C:32](=[O:43])[C:33]1[C:38]([CH3:39])=[CH:37][C:36]([CH2:40][N:8]2[C:9]3[C:5](=[CH:4][C:3]([Cl:2])=[CH:11][CH:10]=3)[C:6]([CH3:18])=[C:7]2[C:12]2[CH:13]=[N:14][CH:15]=[CH:16][CH:17]=2)=[CH:35][C:34]=1[CH3:42])[CH3:30]. (6) Given the reactants [NH2:1][C:2]1[N:6]([C:7]2[C:12]([Cl:13])=[CH:11][CH:10]=[CH:9][C:8]=2[Cl:14])[N:5]=[C:4]([CH:15]([CH3:17])[CH3:16])[C:3]=1[C:18]#[N:19].[OH-:20].[Na+], predict the reaction product. The product is: [NH2:1][C:2]1[N:6]([C:7]2[C:8]([Cl:14])=[CH:9][CH:10]=[CH:11][C:12]=2[Cl:13])[N:5]=[C:4]([CH:15]([CH3:17])[CH3:16])[C:3]=1[C:18]([NH2:19])=[O:20]. (7) Given the reactants [CH3:1][O:2][C:3]1[CH:12]=[CH:11][C:10]2[C:5](=[C:6]([CH2:13][CH2:14][N:15]3[CH2:20][CH2:19][N:18]([N:21]=O)[CH2:17][CH2:16]3)[CH:7]=[CH:8][N:9]=2)[N:4]=1.[H-].[H-].[H-].[H-].[Li+].[Al+3], predict the reaction product. The product is: [CH3:1][O:2][C:3]1[N:4]=[C:5]2[C:10](=[CH:11][CH:12]=1)[N:9]=[CH:8][CH:7]=[C:6]2[CH2:13][CH2:14][N:15]1[CH2:16][CH2:17][N:18]([NH2:21])[CH2:19][CH2:20]1. (8) Given the reactants [CH3:1][C:2]1[S:3][C:4]2[CH:13]=[CH:12][CH:11]=[CH:10][C:5]=2[C:6]=1[C:7]([OH:9])=O.Cl.Cl.[CH3:16][C:17]1([CH3:34])[CH2:21][C:20]2([CH2:26][CH2:25][CH2:24][N:23]([CH:27]3[CH2:32][CH2:31][NH:30][CH2:29][CH2:28]3)[CH2:22]2)[C:19](=[O:33])[O:18]1, predict the reaction product. The product is: [CH3:16][C:17]1([CH3:34])[CH2:21][C:20]2([CH2:26][CH2:25][CH2:24][N:23]([CH:27]3[CH2:28][CH2:29][N:30]([C:7]([C:6]4[C:5]5[CH:10]=[CH:11][CH:12]=[CH:13][C:4]=5[S:3][C:2]=4[CH3:1])=[O:9])[CH2:31][CH2:32]3)[CH2:22]2)[C:19](=[O:33])[O:18]1. (9) Given the reactants [CH3:1][C@H:2]1[O:7][C@@H:6]([CH3:8])[CH2:5][N:4]([CH2:9][C@:10]([OH:30])([CH3:29])[CH2:11][O:12][C:13]2[CH:14]=[CH:15][C:16]3[C:17]4[N:18]([CH2:26][CH2:27][N:28]=4)[C:19]([NH2:25])=[N:20][C:21]=3[C:22]=2[O:23][CH3:24])[CH2:3]1.[C:31](O)(=[O:38])[C:32]1[CH:37]=[CH:36][CH:35]=[N:34][CH:33]=1.C1CN([P+](ON2N=NC3C=CC=CC2=3)(N2CCCC2)N2CCCC2)CC1.F[P-](F)(F)(F)(F)F.C(N(C(C)C)CC)(C)C, predict the reaction product. The product is: [CH3:1][C@H:2]1[O:7][C@@H:6]([CH3:8])[CH2:5][N:4]([CH2:9][C@:10]([OH:30])([CH3:29])[CH2:11][O:12][C:13]2[CH:14]=[CH:15][C:16]3[C:17]4[N:18]([CH2:26][CH2:27][N:28]=4)[C:19]([NH:25][C:31]([C:32]4[CH:33]=[N:34][CH:35]=[CH:36][CH:37]=4)=[O:38])=[N:20][C:21]=3[C:22]=2[O:23][CH3:24])[CH2:3]1. (10) Given the reactants [ClH:1].[NH2:2][C:3]1[C:12]2[N:13]=[C:14]([CH2:28][O:29][CH2:30][CH3:31])[N:15]([CH2:16][C:17]([NH:20]C(=O)OC(C)(C)C)([CH3:19])[CH3:18])[C:11]=2[C:10]2[N:9]=[CH:8][C:7]([Br:32])=[CH:6][C:5]=2[N:4]=1, predict the reaction product. The product is: [ClH:1].[ClH:1].[NH2:20][C:17]([CH3:18])([CH3:19])[CH2:16][N:15]1[C:11]2[C:10]3[N:9]=[CH:8][C:7]([Br:32])=[CH:6][C:5]=3[N:4]=[C:3]([NH2:2])[C:12]=2[N:13]=[C:14]1[CH2:28][O:29][CH2:30][CH3:31].